This data is from Catalyst prediction with 721,799 reactions and 888 catalyst types from USPTO. The task is: Predict which catalyst facilitates the given reaction. (1) Reactant: [CH3:1][C:2]1[CH:7]=[CH:6][C:5]([N+:8]([O-:10])=[O:9])=[CH:4][C:3]=1[C:11]([F:14])([F:13])[F:12].C1C(=O)N([Br:22])C(=O)C1.CC(N=NC(C#N)(C)C)(C#N)C. Product: [Br:22][CH2:1][C:2]1[CH:7]=[CH:6][C:5]([N+:8]([O-:10])=[O:9])=[CH:4][C:3]=1[C:11]([F:12])([F:13])[F:14]. The catalyst class is: 68. (2) Reactant: C(Cl)(=O)C(Cl)=O.C(Cl)Cl.[OH:10][CH:11]1[CH:17]([NH:18][C:19]([CH:21]([NH:26][C:27]([C:29]2[O:30][C:31]3[CH:37]=[CH:36][CH:35]=[CH:34][C:32]=3[CH:33]=2)=[O:28])[CH2:22][CH:23]([CH3:25])[CH3:24])=[O:20])[CH2:16][CH2:15][N:14]([CH3:38])[N:13]([C:39]([C:41]2[CH:46]=[CH:45][CH:44]=[CH:43][N:42]=2)=[O:40])[CH2:12]1. Product: [CH3:24][CH:23]([CH3:25])[CH2:22][C@H:21]([NH:26][C:27]([C:29]1[O:30][C:31]2[CH:37]=[CH:36][CH:35]=[CH:34][C:32]=2[CH:33]=1)=[O:28])[C:19](=[O:20])[NH:18][C@H:17]1[CH2:16][CH2:15][N:14]([CH3:38])[N:13]([C:39]([C:41]2[CH:46]=[CH:45][CH:44]=[CH:43][N:42]=2)=[O:40])[CH2:12][C:11]1=[O:10]. The catalyst class is: 16.